Dataset: Peptide-MHC class II binding affinity with 134,281 pairs from IEDB. Task: Regression. Given a peptide amino acid sequence and an MHC pseudo amino acid sequence, predict their binding affinity value. This is MHC class II binding data. (1) The peptide sequence is GWSSLGREYAAVAEE. The MHC is HLA-DPA10103-DPB10301 with pseudo-sequence HLA-DPA10103-DPB10301. The binding affinity (normalized) is 0.532. (2) The peptide sequence is YKCIPSLEAAVKQAY. The MHC is DRB3_0202 with pseudo-sequence DRB3_0202. The binding affinity (normalized) is 0.132. (3) The peptide sequence is GELQIVDKIDAAFDI. The MHC is DRB1_0401 with pseudo-sequence DRB1_0401. The binding affinity (normalized) is 0.442. (4) The peptide sequence is RAQLHVGAKQENWNT. The MHC is DRB1_1301 with pseudo-sequence DRB1_1301. The binding affinity (normalized) is 0.628. (5) The peptide sequence is FLAVALVAGPAGSYA. The MHC is DRB1_0701 with pseudo-sequence DRB1_0701. The binding affinity (normalized) is 0.157. (6) The peptide sequence is DNINTPEGIIPALFE. The MHC is DRB1_0101 with pseudo-sequence DRB1_0101. The binding affinity (normalized) is 0.315.